From a dataset of Forward reaction prediction with 1.9M reactions from USPTO patents (1976-2016). Predict the product of the given reaction. Given the reactants FC(F)(F)C(O)=O.[Cl:8][C:9]1[CH:10]=[C:11]2[C:15](=[CH:16][CH:17]=1)[N:14](C(OC(C)(C)C)=O)[C:13]([S:25]([CH2:28][CH2:29][C:30]([N:32]1[CH2:37][CH2:36][CH:35]([CH2:38][CH2:39][N:40]3[CH:44]=[CH:43][N:42]=[C:41]3[CH3:45])[CH2:34][CH2:33]1)=[O:31])(=[O:27])=[O:26])=[CH:12]2.C(=O)([O-])[O-].[K+].[K+], predict the reaction product. The product is: [Cl:8][C:9]1[CH:10]=[C:11]2[C:15](=[CH:16][CH:17]=1)[NH:14][C:13]([S:25]([CH2:28][CH2:29][C:30]([N:32]1[CH2:33][CH2:34][CH:35]([CH2:38][CH2:39][N:40]3[CH:44]=[CH:43][N:42]=[C:41]3[CH3:45])[CH2:36][CH2:37]1)=[O:31])(=[O:27])=[O:26])=[CH:12]2.